Dataset: Peptide-MHC class II binding affinity with 134,281 pairs from IEDB. Task: Regression. Given a peptide amino acid sequence and an MHC pseudo amino acid sequence, predict their binding affinity value. This is MHC class II binding data. (1) The peptide sequence is FSTGLIIQGLKLMNS. The MHC is HLA-DQA10501-DQB10201 with pseudo-sequence HLA-DQA10501-DQB10201. The binding affinity (normalized) is 0.152. (2) The peptide sequence is VKAWWTDLLAKPSVQ. The MHC is DRB5_0101 with pseudo-sequence DRB5_0101. The binding affinity (normalized) is 0.419. (3) The peptide sequence is DREVVANVIGLSGDS. The MHC is DRB1_1302 with pseudo-sequence DRB1_1302. The binding affinity (normalized) is 0.653. (4) The peptide sequence is YGPFVDRQTAQAAGT. The MHC is DRB1_0101 with pseudo-sequence DRB1_0101. The binding affinity (normalized) is 0.746. (5) The peptide sequence is FLNFLEANGLNAIDF. The MHC is DRB1_1302 with pseudo-sequence DRB1_1302. The binding affinity (normalized) is 1.00.